From a dataset of Full USPTO retrosynthesis dataset with 1.9M reactions from patents (1976-2016). Predict the reactants needed to synthesize the given product. (1) Given the product [F:33][C:34]([F:39])([F:38])[C:35]([OH:37])=[O:36].[NH:8]1[CH2:13][CH2:12][CH:11]([NH:14][C:15]2[O:16][C:17]3[C:23]([O:24][CH2:25][CH:26]([OH:27])[CH2:30][OH:29])=[CH:22][CH:21]=[CH:20][C:18]=3[N:19]=2)[CH2:10][CH2:9]1, predict the reactants needed to synthesize it. The reactants are: C(OC([N:8]1[CH2:13][CH2:12][CH:11]([NH:14][C:15]2[O:16][C:17]3[C:23]([O:24][CH2:25][CH:26]4[CH2:30][O:29]C(C)(C)[O:27]4)=[CH:22][CH:21]=[CH:20][C:18]=3[N:19]=2)[CH2:10][CH2:9]1)=O)(C)(C)C.[F:33][C:34]([F:39])([F:38])[C:35]([OH:37])=[O:36]. (2) Given the product [CH3:39][C:30]1[N:31]=[C:32]2[S:38][CH:37]=[CH:36][N:33]2[C:34](=[O:35])[C:29]=1[C:6]1[CH:7]=[CH:8][C:3]([C:1]#[N:2])=[CH:4][CH:5]=1, predict the reactants needed to synthesize it. The reactants are: [C:1]([C:3]1[CH:8]=[CH:7][C:6](B(O)O)=[CH:5][CH:4]=1)#[N:2].C([O-])([O-])=O.[Na+].[Na+].C(O)C.FC1C=C([C:29]2[C:34](=[O:35])[N:33]3[CH:36]=[CH:37][S:38][C:32]3=[N:31][C:30]=2[CH3:39])C=C(F)C=1. (3) Given the product [CH3:1][O:2][C:3]1[CH:8]=[CH:7][C:6]([NH:9][C:10]([C@@H:12]2[CH2:16][CH2:15][CH2:14][NH:13]2)=[O:11])=[CH:5][C:4]=1[NH:23][C:24]([NH:26][C:27]1[CH:32]=[N:31][CH:30]=[CH:29][N:28]=1)=[O:25], predict the reactants needed to synthesize it. The reactants are: [CH3:1][O:2][C:3]1[CH:8]=[CH:7][C:6]([NH:9][C:10]([C@@H:12]2[CH2:16][CH2:15][CH2:14][N:13]2C(=O)C(F)(F)F)=[O:11])=[CH:5][C:4]=1[NH:23][C:24]([NH:26][C:27]1[CH:32]=[N:31][CH:30]=[CH:29][N:28]=1)=[O:25].[OH-].[K+]. (4) Given the product [Cl:1][C:2]1[CH:10]=[CH:9][C:8]([N+:11]([O-:13])=[O:12])=[CH:7][C:3]=1[C:4]([O:6][CH3:20])=[O:5], predict the reactants needed to synthesize it. The reactants are: [Cl:1][C:2]1[CH:10]=[CH:9][C:8]([N+:11]([O-:13])=[O:12])=[CH:7][C:3]=1[C:4]([OH:6])=[O:5].S(=O)(=O)(O)O.O.[CH3:20]O. (5) Given the product [Br:2][C:3]1[CH:4]=[C:5]2[C:9](=[CH:10][CH:11]=1)[N:8]([S:12]([C:15]1[CH:20]=[CH:19][CH:18]=[CH:17][CH:16]=1)(=[O:14])=[O:13])[C:7]([C:21]([O:23][CH2:24][CH3:25])=[O:22])=[C:6]2[S:26]([N:29]1[CH2:30][CH2:31][N:32]([S:50]([C:47]2[CH:46]=[CH:45][C:44]([O:43][CH3:42])=[CH:49][CH:48]=2)(=[O:52])=[O:51])[CH2:33][CH2:34]1)(=[O:27])=[O:28], predict the reactants needed to synthesize it. The reactants are: Cl.[Br:2][C:3]1[CH:4]=[C:5]2[C:9](=[CH:10][CH:11]=1)[N:8]([S:12]([C:15]1[CH:20]=[CH:19][CH:18]=[CH:17][CH:16]=1)(=[O:14])=[O:13])[C:7]([C:21]([O:23][CH2:24][CH3:25])=[O:22])=[C:6]2[S:26]([N:29]1[CH2:34][CH2:33][NH:32][CH2:31][CH2:30]1)(=[O:28])=[O:27].C(N(CC)CC)C.[CH3:42][O:43][C:44]1[CH:49]=[CH:48][C:47]([S:50](Cl)(=[O:52])=[O:51])=[CH:46][CH:45]=1. (6) Given the product [I:1][C:2]1[CH:3]=[CH:4][C:5]([S:8]([N:11]2[CH2:12][CH:13]([C:15]([O:17][CH3:18])=[O:16])[CH2:14]2)(=[O:10])=[O:9])=[CH:6][CH:7]=1, predict the reactants needed to synthesize it. The reactants are: [I:1][C:2]1[CH:7]=[CH:6][C:5]([S:8]([N:11]2[CH2:14][CH:13]([C:15]([OH:17])=[O:16])[CH2:12]2)(=[O:10])=[O:9])=[CH:4][CH:3]=1.[CH2:18](N(CC)CC)C.S(Cl)(Cl)=O.CO. (7) Given the product [C:1]1([NH:7][C:8](=[O:15])[C:9]2[CH:14]=[CH:13][N:12]=[CH:11][C:10]=2[Br:21])[CH:6]=[CH:5][CH:4]=[CH:3][CH:2]=1, predict the reactants needed to synthesize it. The reactants are: [C:1]1([NH:7][C:8](=[O:15])[C:9]2[CH:14]=[CH:13][N:12]=[CH:11][CH:10]=2)[CH:6]=[CH:5][CH:4]=[CH:3][CH:2]=1.[Li]CCCC.[Br:21]CCBr.CO. (8) Given the product [Br:30][C:23]1[CH:22]=[C:17]([CH:16]=[CH:9][C:8]2[CH:7]=[CH:6][CH:15]=[CH:2][CH:3]=2)[CH:28]=[CH:29][CH:24]=1, predict the reactants needed to synthesize it. The reactants are: [Br:30][C:2]1[C:15]2[C:9](=[CH:8][CH:3]=[CH:2][CH:15]=2)[C:9]([C:16]2[C:17]3[C:22]([C:23]([Br:30])=[C:24]4[C:29]=2[CH:28]=[CH:22][CH:23]=[CH:24]4)=[CH:28][CH:29]=[CH:16][CH:17]=3)=[C:8]2[C:3]=1[CH:7]=[CH:6][CH:6]=[CH:7]2.C1(C)C=CC=CC=1.[H-].C([Al+]CC(C)C)C(C)C. (9) Given the product [CH3:1][O:2][CH2:3][C@@H:4]([NH:6][C:7]([C:9]1[C:17]2[C:12](=[N:13][CH:14]=[C:15]([C:18]3[C:26]4[C:21](=[CH:22][C:23]([Cl:28])=[CH:24][C:25]=4[F:27])[N:20]([CH3:40])[N:19]=3)[N:16]=2)[N:11]([CH2:29][O:30][CH2:31][CH2:32][Si:33]([CH3:34])([CH3:36])[CH3:35])[CH:10]=1)=[O:8])[CH3:5], predict the reactants needed to synthesize it. The reactants are: [CH3:1][O:2][CH2:3][C@@H:4]([NH:6][C:7]([C:9]1[C:17]2[C:12](=[N:13][CH:14]=[C:15]([C:18]3[C:26]4[C:21](=[CH:22][C:23]([Cl:28])=[CH:24][C:25]=4[F:27])[NH:20][N:19]=3)[N:16]=2)[N:11]([CH2:29][O:30][CH2:31][CH2:32][Si:33]([CH3:36])([CH3:35])[CH3:34])[CH:10]=1)=[O:8])[CH3:5].[H-].[Na+].I[CH3:40].